Task: Predict the product of the given reaction.. Dataset: Forward reaction prediction with 1.9M reactions from USPTO patents (1976-2016) (1) Given the reactants [N:1]1([C:7]2[N:12]=[CH:11][N:10]=[C:9]([NH:13][C:14]3[CH:15]=[C:16]([CH2:20][S:21]([NH2:24])(=[O:23])=[O:22])[CH:17]=[CH:18][CH:19]=3)[N:8]=2)[CH2:6][CH2:5][CH2:4][CH2:3][CH2:2]1.[N:25]1[N:29]2CCCNC2=C[CH:26]=1, predict the reaction product. The product is: [N:25]1[N:29]2[CH2:4][CH2:3][CH2:2][N:1]([C:7]3[N:12]=[CH:11][N:10]=[C:9]([NH:13][C:14]4[CH:15]=[C:16]([CH2:20][S:21]([NH2:24])(=[O:23])=[O:22])[CH:17]=[CH:18][CH:19]=4)[N:8]=3)[C:6]2=[CH:5][CH:26]=1. (2) Given the reactants [NH2:1][N:2]1[C:10]2[C:6]([N:7]3[N:13]([CH3:14])[C:12](=[O:15])[N:11]([CH2:16][CH2:17][N:18]4[CH2:23][CH2:22][N:21]([C:24]5[CH:29]=[CH:28][C:27]([O:30][CH2:31][CH2:32][O:33][CH3:34])=[CH:26][CH:25]=5)[CH2:20][CH2:19]4)[CH:8]3[N:9]=2)=[C:5]([C:35]2[O:36][CH:37]=[CH:38][CH:39]=2)[N:4]=[CH:3]1.[H-].[Na+].O.[CH3:43]N(C=O)C, predict the reaction product. The product is: [O:36]1[CH:37]=[CH:38][CH:39]=[C:35]1[C:5]1[N:4]=[CH:3][N:2]([NH:1][CH3:43])[C:10]2[C:6]=1[N:7]1[N:13]([CH3:14])[C:12](=[O:15])[N:11]([CH2:16][CH2:17][N:18]3[CH2:23][CH2:22][N:21]([C:24]4[CH:25]=[CH:26][C:27]([O:30][CH2:31][CH2:32][O:33][CH3:34])=[CH:28][CH:29]=4)[CH2:20][CH2:19]3)[CH:8]1[N:9]=2. (3) Given the reactants C(N(CC)CC)C.[CH3:8][S:9](Cl)(=[O:11])=[O:10].[CH2:13]1[O:19][CH2:18][C@@H:16]([OH:17])[C@H:14]1[OH:15], predict the reaction product. The product is: [CH3:8][S:9]([O:17][C@H:16]1[CH2:18][O:19][CH2:13][C@H:14]1[O:15][S:9]([CH3:8])(=[O:11])=[O:10])(=[O:11])=[O:10].